This data is from Rat liver microsome stability data. The task is: Regression/Classification. Given a drug SMILES string, predict its absorption, distribution, metabolism, or excretion properties. Task type varies by dataset: regression for continuous measurements (e.g., permeability, clearance, half-life) or binary classification for categorical outcomes (e.g., BBB penetration, CYP inhibition). Dataset: rlm. (1) The molecule is O=C(NCCCCN1CCN(c2ccccc2C(F)(F)F)CC1)c1ccc(-c2ccsc2)cc1. The result is 1 (stable in rat liver microsomes). (2) The drug is CNc1nc(C#N)c(-c2cccc3ccccc23)o1. The result is 1 (stable in rat liver microsomes). (3) The drug is Nc1ncc(S(=O)(=O)N2CCOCC2)s1. The result is 0 (unstable in rat liver microsomes). (4) The drug is CCOc1nc(NC(=O)C(C)(C)NC(=O)c2ccc3c(c2)c(C)c(-c2ccc(F)cn2)n3C2CCCCC2)cnc1C=CC(=O)O. The result is 0 (unstable in rat liver microsomes). (5) The compound is Cc1ccc(S(=O)(=O)Nc2cnccc2C(=O)Nc2nc(-c3cnn(C)c3)cs2)cc1. The result is 1 (stable in rat liver microsomes). (6) The molecule is CC1(C)OC(=S)Nc2ccc(S(=O)(=O)N3c4ccccc4COc4cc(F)ccc43)cc21. The result is 0 (unstable in rat liver microsomes).